This data is from Full USPTO retrosynthesis dataset with 1.9M reactions from patents (1976-2016). The task is: Predict the reactants needed to synthesize the given product. (1) Given the product [NH:21]1[C:20]2[CH:22]=[CH:23][CH:24]=[CH:25][C:19]=2[N:18]=[C:17]1[C:15]([N:12]1[CH2:13][CH2:14][CH:9]([N:8]2[C:3]3=[N:4][CH:5]=[CH:6][CH:7]=[C:2]3[N:1]=[C:26]2[O:27][CH3:28])[CH2:10][CH2:11]1)=[O:16], predict the reactants needed to synthesize it. The reactants are: [NH2:1][C:2]1[C:3]([NH:8][CH:9]2[CH2:14][CH2:13][N:12]([C:15]([C:17]3[NH:21][C:20]4[CH:22]=[CH:23][CH:24]=[CH:25][C:19]=4[N:18]=3)=[O:16])[CH2:11][CH2:10]2)=[N:4][CH:5]=[CH:6][CH:7]=1.[CH3:26][O:27][C:28](OC)(OC)OC.C(O)(=O)CC. (2) Given the product [CH:1]1([C:4]2[CH:9]=[CH:8][C:7]([Br:15])=[CH:6][CH:5]=2)[CH2:3][CH2:2]1, predict the reactants needed to synthesize it. The reactants are: [CH:1]1([C:4]2[CH:9]=[CH:8][CH:7]=[CH:6][CH:5]=2)[CH2:3][CH2:2]1.C([O-])(=O)C.[Na+].[Br:15]Br.OS([O-])=O.[Na+]. (3) Given the product [C:1]([N:4]1[CH2:9][CH2:8][C:7]2[N:10]([CH2:26][CH2:31][C:30]#[N:35])[N:11]=[C:12]([NH:13][C:22]3[CH:21]=[C:20]([CH3:23])[CH:19]=[CH:18][CH:17]=3)[C:6]=2[CH2:5]1)(=[O:3])[CH3:2], predict the reactants needed to synthesize it. The reactants are: [C:1]([N:4]1[CH2:9][CH2:8][C:7]2[N:10]([CH:26]3[CH2:31][CH2:30]OCC3)[N:11]=[C:12]([N:13]3[C:22]4[C:17](=[CH:18][C:19](Br)=[C:20]([C:23]#N)[CH:21]=4)CCC3)[C:6]=2[CH2:5]1)(=[O:3])[CH3:2].C(#[N:35])C=C.